This data is from Full USPTO retrosynthesis dataset with 1.9M reactions from patents (1976-2016). The task is: Predict the reactants needed to synthesize the given product. Given the product [CH2:9]([C:8]1[CH:7]=[C:6]2[CH2:5][CH2:4][CH2:3][CH2:2][N:14]2[N:13]=1)[CH3:10], predict the reactants needed to synthesize it. The reactants are: Cl[CH2:2][CH2:3][CH2:4][CH2:5][C:6](=O)[CH2:7][C:8](=O)[CH2:9][CH3:10].[NH2:13][NH2:14].